From a dataset of Catalyst prediction with 721,799 reactions and 888 catalyst types from USPTO. Predict which catalyst facilitates the given reaction. (1) Reactant: ON[C@H](C(O)=O)CCCC[N+](C)(C)C.[CH3:15][O:16][C:17]1[CH:18]=[CH:19][C:20]2[N:24]([CH3:25])[C:23](=[O:26])[N:22]([CH2:27][C@H:28]3[CH2:33][CH2:32][C@H:31]([C:34]#[N:35])[CH2:30][CH2:29]3)[C:21]=2[CH:36]=1.[NH2:37][OH:38]. Product: [OH:38][NH:37][C:34]([C@H:31]1[CH2:30][CH2:29][C@H:28]([CH2:27][N:22]2[C:21]3[CH:36]=[C:17]([O:16][CH3:15])[CH:18]=[CH:19][C:20]=3[N:24]([CH3:25])[C:23]2=[O:26])[CH2:33][CH2:32]1)=[NH:35]. The catalyst class is: 14. (2) Reactant: [CH3:1][S:2][C:3]1[CH:4]=[C:5]([CH2:9][C:10](=[O:15])[CH2:11][N:12]=[N+]=[N-])[CH:6]=[CH:7][CH:8]=1.[Cl:16][Sn]Cl. Product: [ClH:16].[CH3:1][S:2][C:3]1[CH:4]=[C:5]([CH2:9][C:10](=[O:15])[CH2:11][NH2:12])[CH:6]=[CH:7][CH:8]=1. The catalyst class is: 14. (3) Reactant: [CH2:1]([N:8]1[C:13](=[O:14])[N:12]([CH3:15])[C:11]2[CH:16]=[CH:17][C:18]([C:20]([OH:22])=O)=[CH:19][C:10]=2[S:9]1(=[O:24])=[O:23])[C:2]1[CH:7]=[CH:6][CH:5]=[CH:4][CH:3]=1.C(Cl)(=O)C(Cl)=O.[CH2:31]([NH2:38])[C:32]1[CH:37]=[CH:36][CH:35]=[CH:34][CH:33]=1.C(N(CC)CC)C. Product: [CH2:31]([NH:38][C:20]([C:18]1[CH:17]=[CH:16][C:11]2[N:12]([CH3:15])[C:13](=[O:14])[N:8]([CH2:1][C:2]3[CH:3]=[CH:4][CH:5]=[CH:6][CH:7]=3)[S:9](=[O:24])(=[O:23])[C:10]=2[CH:19]=1)=[O:22])[C:32]1[CH:37]=[CH:36][CH:35]=[CH:34][CH:33]=1. The catalyst class is: 139. (4) Reactant: Cl[C:2](Cl)([O:4]C(=O)OC(Cl)(Cl)Cl)Cl.[F:13][C:14]([F:27])([F:26])[C:15]1[CH:24]=[C:23]2[C:18]([C@@H:19]([NH2:25])[CH2:20][CH2:21][O:22]2)=[CH:17][CH:16]=1.C(N(CC)C(C)C)(C)C.Cl.[Cl:38][C:39]1[CH:59]=[CH:58][C:42]([CH2:43][N:44]2[C:48]([C:49]([F:52])([F:51])[F:50])=[N:47][N:46]=[C:45]2[C@H:53]2[CH2:57][CH2:56][CH2:55][NH:54]2)=[CH:41][CH:40]=1.C([O-])(O)=O.[Na+]. Product: [Cl:38][C:39]1[CH:59]=[CH:58][C:42]([CH2:43][N:44]2[C:48]([C:49]([F:52])([F:51])[F:50])=[N:47][N:46]=[C:45]2[C@H:53]2[CH2:57][CH2:56][CH2:55][N:54]2[C:2]([NH:25][C@@H:19]2[C:18]3[C:23](=[CH:24][C:15]([C:14]([F:13])([F:26])[F:27])=[CH:16][CH:17]=3)[O:22][CH2:21][CH2:20]2)=[O:4])=[CH:41][CH:40]=1. The catalyst class is: 448. (5) Product: [CH3:1][C:2]1[N:3]([C:13]2[C:18]([CH3:19])=[CH:17][C:16]([CH3:20])=[CH:15][C:14]=2[CH3:21])[C:4]2[C:9]([N:10]=1)=[C:8]([NH:11][C:33](=[O:34])[CH2:32][Cl:31])[CH:7]=[C:6]([CH3:12])[N:5]=2. Reactant: [CH3:1][C:2]1[N:3]([C:13]2[C:18]([CH3:19])=[CH:17][C:16]([CH3:20])=[CH:15][C:14]=2[CH3:21])[C:4]2[C:9]([N:10]=1)=[C:8]([NH2:11])[CH:7]=[C:6]([CH3:12])[N:5]=2.C(N(CC)C(C)C)(C)C.[Cl:31][CH2:32][C:33](Cl)=[O:34].C(=O)([O-])[O-].[K+].[K+]. The catalyst class is: 26. (6) Reactant: [N+:1]([C:4]1[C:14]([N+:15]([O-:17])=[O:16])=[CH:13][C:12]2[CH:11]3[CH2:18][CH:7]([CH2:8][NH:9][CH2:10]3)[C:6]=2[CH:5]=1)([O-:3])=[O:2].C([O-])([O-])=O.[Na+].[Na+].[C:25]([O:29][C:30](O[C:30]([O:29][C:25]([CH3:28])([CH3:27])[CH3:26])=[O:31])=[O:31])([CH3:28])([CH3:27])[CH3:26].O. Product: [C:25]([O:29][C:30]([N:9]1[CH2:8][CH:7]2[CH2:18][CH:11]([C:12]3[CH:13]=[C:14]([N+:15]([O-:17])=[O:16])[C:4]([N+:1]([O-:3])=[O:2])=[CH:5][C:6]=32)[CH2:10]1)=[O:31])([CH3:28])([CH3:27])[CH3:26]. The catalyst class is: 12. (7) Reactant: Cl[C:2]1[S:3][C:4]([C:19]([O:21][CH3:22])=[O:20])=[C:5]([C:7]2[N:12]=[C:11]([N:13]3[CH2:18][CH2:17][CH2:16][CH2:15][CH2:14]3)[CH:10]=[CH:9][N:8]=2)[N:6]=1.C(N(CC)C(C)C)(C)C.[Cl:32][C:33]1[C:37]([Cl:38])=[C:36]([CH3:39])[NH:35][C:34]=1[C:40]([NH:42][C@@H:43]1[CH2:48][CH2:47][NH:46][CH2:45][C@@H:44]1[O:49][CH3:50])=[O:41]. Product: [Cl:32][C:33]1[C:37]([Cl:38])=[C:36]([CH3:39])[NH:35][C:34]=1[C:40]([NH:42][C@@H:43]1[CH2:48][CH2:47][N:46]([C:2]2[S:3][C:4]([C:19]([O:21][CH3:22])=[O:20])=[C:5]([C:7]3[N:12]=[C:11]([N:13]4[CH2:18][CH2:17][CH2:16][CH2:15][CH2:14]4)[CH:10]=[CH:9][N:8]=3)[N:6]=2)[CH2:45][C@@H:44]1[O:49][CH3:50])=[O:41]. The catalyst class is: 264. (8) Reactant: [S-:1][C:2]#[N:3].[K+].[NH2:5][C:6]1[CH:34]=[CH:33][C:9]([O:10][C:11]2[CH:12]=[CH:13][C:14]([F:32])=[C:15]([NH:17][C:18](=[O:31])[C:19]3[CH:24]=[CH:23][CH:22]=[C:21]([C:25]([C:28]#[N:29])([CH3:27])[CH3:26])[C:20]=3[Cl:30])[CH:16]=2)=[C:8]([N+:35]([O-:37])=[O:36])[CH:7]=1.BrBr. Product: [NH2:3][C:2]1[S:1][C:7]2[C:8]([N+:35]([O-:37])=[O:36])=[C:9]([O:10][C:11]3[CH:12]=[CH:13][C:14]([F:32])=[C:15]([NH:17][C:18](=[O:31])[C:19]4[CH:24]=[CH:23][CH:22]=[C:21]([C:25]([C:28]#[N:29])([CH3:27])[CH3:26])[C:20]=4[Cl:30])[CH:16]=3)[CH:33]=[CH:34][C:6]=2[N:5]=1. The catalyst class is: 15.